Task: Predict the reactants needed to synthesize the given product.. Dataset: Full USPTO retrosynthesis dataset with 1.9M reactions from patents (1976-2016) (1) Given the product [O:1]1[C:10]2[CH:9]=[C:8]([CH2:11][N:12]([CH:20]3[CH2:25][CH2:24][N:23]([CH2:34][CH2:33][N:32]4[C:27](=[O:26])[CH:28]=[N:29][C:30]5[CH:39]=[CH:38][C:37]([N:40]6[CH:44]=[N:43][CH:42]=[N:41]6)=[N:36][C:31]4=5)[CH2:22][CH2:21]3)[C:13](=[O:19])[O:14][C:15]([CH3:18])([CH3:17])[CH3:16])[N:7]=[CH:6][C:5]=2[O:4][CH2:3][CH2:2]1, predict the reactants needed to synthesize it. The reactants are: [O:1]1[C:10]2[CH:9]=[C:8]([CH2:11][N:12]([CH:20]3[CH2:25][CH2:24][NH:23][CH2:22][CH2:21]3)[C:13](=[O:19])[O:14][C:15]([CH3:18])([CH3:17])[CH3:16])[N:7]=[CH:6][C:5]=2[O:4][CH2:3][CH2:2]1.[O:26]=[C:27]1[N:32]([CH2:33][CH:34]=O)[C:31]2[N:36]=[C:37]([N:40]3[CH:44]=[N:43][CH:42]=[N:41]3)[CH:38]=[CH:39][C:30]=2[N:29]=[CH:28]1.C([BH3-])#N.[Na+].C(=O)([O-])O.[Na+]. (2) Given the product [CH:2]([C@@H:3]1[CH2:9][C@@H:8]2[C@@H:6]([CH2:7]2)[CH2:5][N:4]1[C:10]([O:12][C:13]([CH3:16])([CH3:15])[CH3:14])=[O:11])=[O:1], predict the reactants needed to synthesize it. The reactants are: [OH:1][CH2:2][C@@H:3]1[CH2:9][C@@H:8]2[C@@H:6]([CH2:7]2)[CH2:5][N:4]1[C:10]([O:12][C:13]([CH3:16])([CH3:15])[CH3:14])=[O:11].CC(OI1(OC(C)=O)(OC(C)=O)OC(=O)C2C=CC=CC1=2)=O.CCOC(C)=O.